Predict the product of the given reaction. From a dataset of Forward reaction prediction with 1.9M reactions from USPTO patents (1976-2016). (1) Given the reactants [OH-].[Na+].[N+:3]([C:6]1[CH:14]=[CH:13][CH:12]=[C:11]2[C:7]=1[CH:8]=[N:9][NH:10]2)([O-:5])=[O:4].[O-][Cl:16].[Na+].Cl, predict the reaction product. The product is: [Cl:16][C:8]1[C:7]2[C:11](=[CH:12][CH:13]=[CH:14][C:6]=2[N+:3]([O-:5])=[O:4])[NH:10][N:9]=1. (2) Given the reactants [F:1][C:2]([F:43])([F:42])[C:3]([NH:5][C:6]1([C:11]2[CH:16]=[CH:15][C:14]([C:17]3[C:26]([C:27]4[CH:32]=[CH:31][CH:30]=[CH:29][CH:28]=4)=[CH:25][C:24]4[C:23]5=[N:33][N:34]=[C:35]([C:36]6[N:41]=[CH:40][CH:39]=[CH:38][N:37]=6)[N:22]5[CH:21]=[CH:20][C:19]=4[N:18]=3)=[CH:13][CH:12]=2)[CH2:9][C:8](=[O:10])[CH2:7]1)=[O:4].[BH4-].[Na+], predict the reaction product. The product is: [F:42][C:2]([F:1])([F:43])[C:3]([NH:5][C:6]1([C:11]2[CH:12]=[CH:13][C:14]([C:17]3[C:26]([C:27]4[CH:28]=[CH:29][CH:30]=[CH:31][CH:32]=4)=[CH:25][C:24]4[C:23]5=[N:33][N:34]=[C:35]([C:36]6[N:41]=[CH:40][CH:39]=[CH:38][N:37]=6)[N:22]5[CH:21]=[CH:20][C:19]=4[N:18]=3)=[CH:15][CH:16]=2)[CH2:9][CH:8]([OH:10])[CH2:7]1)=[O:4]. (3) Given the reactants [CH3:1][N:2]1[CH2:7][CH2:6][N:5]([C:8](=[O:22])[CH2:9][NH:10][C:11](=O)[C:12]2[CH:17]=[CH:16][C:15]([N+:18]([O-:20])=[O:19])=[CH:14][CH:13]=2)[CH2:4][CH2:3]1.[F:23][C:24]([F:35])([F:34])[C:25](O[C:25](=[O:26])[C:24]([F:35])([F:34])[F:23])=[O:26], predict the reaction product. The product is: [F:23][C:24]([F:35])([F:34])[C:25]([C:9]1[N:10]=[C:11]([C:12]2[CH:13]=[CH:14][C:15]([N+:18]([O-:20])=[O:19])=[CH:16][CH:17]=2)[O:22][C:8]=1[N:5]1[CH2:4][CH2:3][N:2]([CH3:1])[CH2:7][CH2:6]1)=[O:26]. (4) Given the reactants COC1C=C(C=CC=1OC)C[N:7]1[CH:12]=[C:11]([C:13]2[CH:18]=[CH:17][C:16]([O:19][CH2:20][CH2:21][O:22][CH3:23])=[C:15]([O:24][CH3:25])[CH:14]=2)[C:10](=O)[C:9]([C:27]#[N:28])=[CH:8]1.[Li+].[Cl-:35], predict the reaction product. The product is: [Cl:35][C:10]1[C:9]([C:27]#[N:28])=[CH:8][N:7]=[CH:12][C:11]=1[C:13]1[CH:18]=[CH:17][C:16]([O:19][CH2:20][CH2:21][O:22][CH3:23])=[C:15]([O:24][CH3:25])[CH:14]=1. (5) Given the reactants C(N(CC)CC)C.[O:8]1[CH2:12][CH2:11][CH:10]([CH2:13][NH:14][C:15]([C:17]2[C:21](I)=[C:20]([CH2:23][O:24][CH2:25][C:26]3[CH:31]=[CH:30][CH:29]=[CH:28][C:27]=3[F:32])[O:19][N:18]=2)=[O:16])[CH2:9]1.[CH3:33][Si:34]([C:37]#[CH:38])([CH3:36])[CH3:35], predict the reaction product. The product is: [O:8]1[CH2:12][CH2:11][CH:10]([CH2:13][NH:14][C:15]([C:17]2[C:21]([C:38]#[C:37][Si:34]([CH3:36])([CH3:35])[CH3:33])=[C:20]([CH2:23][O:24][CH2:25][C:26]3[CH:31]=[CH:30][CH:29]=[CH:28][C:27]=3[F:32])[O:19][N:18]=2)=[O:16])[CH2:9]1. (6) Given the reactants [CH3:1][C:2]1[CH:7]=[C:6]([N+:8]([O-:10])=[O:9])[CH:5]=[CH:4][C:3]=1[N+]([O-])=O.[Cl:14][C:15]1[CH:16]=[C:17]([C:22](=[O:27])[C:23]([F:26])([F:25])[F:24])[CH:18]=[C:19]([Cl:21])[CH:20]=1.CCN(C(C)C)C(C)C.[F-].C([N+](CCCC)(CCCC)CCCC)CCC, predict the reaction product. The product is: [Cl:14][C:15]1[CH:16]=[C:17]([C:22]2([C:23]([F:26])([F:24])[F:25])[CH2:1][C:2]3[CH:7]=[C:6]([N+:8]([O-:10])=[O:9])[CH:5]=[CH:4][C:3]=3[O:27]2)[CH:18]=[C:19]([Cl:21])[CH:20]=1. (7) Given the reactants FC(F)(F)C(O)=O.[C:8]([N:15]1[CH2:20][CH2:19][CH2:18][CH:17]([CH2:21][N:22]([C:27]2[CH:32]=[CH:31][CH:30]=[CH:29][CH:28]=2)[C:23](=[O:26])[CH2:24][CH3:25])[CH2:16]1)(OC(C)(C)C)=O.[S:33]1[CH:37]=[CH:36][CH:35]=[C:34]1C=O.[BH-](OC(C)=O)(OC(C)=O)OC(C)=O.[Na+], predict the reaction product. The product is: [S:33]1[CH:37]=[CH:36][CH:35]=[C:34]1[CH2:8][N:15]1[CH2:20][CH2:19][CH2:18][CH:17]([CH2:21][N:22]([C:27]2[CH:28]=[CH:29][CH:30]=[CH:31][CH:32]=2)[C:23](=[O:26])[CH2:24][CH3:25])[CH2:16]1. (8) The product is: [C:1]([C:5]1[N:10]=[CH:9][C:8]([C:11]2[N:12]([C:32]([N:34]3[CH2:39][CH2:38][CH:37]([CH2:40][C:41]([NH:51][C@H:49]([CH3:50])[CH:48]([CH3:52])[CH3:47])=[O:42])[CH2:36][CH2:35]3)=[O:33])[C@@:13]([C:25]3[CH:30]=[CH:29][C:28]([Cl:31])=[CH:27][CH:26]=3)([CH3:24])[C@@:14]([C:17]3[CH:18]=[CH:19][C:20]([Cl:23])=[CH:21][CH:22]=3)([CH3:16])[N:15]=2)=[C:7]([O:44][CH2:45][CH3:46])[CH:6]=1)([CH3:2])([CH3:4])[CH3:3]. Given the reactants [C:1]([C:5]1[N:10]=[CH:9][C:8]([C:11]2[N:12]([C:32]([N:34]3[CH2:39][CH2:38][CH:37]([CH2:40][C:41](O)=[O:42])[CH2:36][CH2:35]3)=[O:33])[C@@:13]([C:25]3[CH:30]=[CH:29][C:28]([Cl:31])=[CH:27][CH:26]=3)([CH3:24])[C@@:14]([C:17]3[CH:22]=[CH:21][C:20]([Cl:23])=[CH:19][CH:18]=3)([CH3:16])[N:15]=2)=[C:7]([O:44][CH2:45][CH3:46])[CH:6]=1)([CH3:4])([CH3:3])[CH3:2].[CH3:47][CH:48]([CH3:52])[C@H:49]([NH2:51])[CH3:50], predict the reaction product. (9) The product is: [Cl:1][C:2]1[CH:3]=[N:4][CH:5]=[C:6]([Cl:10])[C:7]=1[CH:8]([C:13]1[C:12]([Cl:11])=[CH:17][C:16]([Cl:18])=[CH:15][C:14]=1[Cl:19])[C:17]1[C:12]([Cl:11])=[CH:13][C:14]([Cl:19])=[CH:15][C:16]=1[Cl:18]. Given the reactants [Cl:1][C:2]1[CH:3]=[N:4][CH:5]=[C:6]([Cl:10])[C:7]=1[CH:8]=O.[Cl:11][C:12]1[CH:17]=[C:16]([Cl:18])[CH:15]=[C:14]([Cl:19])[CH:13]=1.FC(F)(F)S(O)(=O)=O.C(=O)([O-])O.[Na+], predict the reaction product.